From a dataset of Forward reaction prediction with 1.9M reactions from USPTO patents (1976-2016). Predict the product of the given reaction. Given the reactants [Br:1][C:2]1[CH:29]=[CH:28][C:5]([CH2:6][C:7]2[S:8][C:9]([CH3:27])=[C:10]([CH3:26])[C:11]=2[C:12]([C:14]2[CH:19]=[CH:18][C:17]([OH:20])=[C:16]([CH:21]3[CH2:25][CH2:24][CH2:23][CH2:22]3)[CH:15]=2)=[O:13])=[CH:4][CH:3]=1.[H-].[Na+].[CH3:32][N:33]1[CH:37]=[C:36]([S:38](Cl)(=[O:40])=[O:39])[CH:35]=[N:34]1, predict the reaction product. The product is: [Br:1][C:2]1[CH:29]=[CH:28][C:5]([CH2:6][C:7]2[S:8][C:9]([CH3:27])=[C:10]([CH3:26])[C:11]=2[C:12]([C:14]2[CH:19]=[CH:18][C:17]([O:20][S:38]([C:36]3[CH:35]=[N:34][N:33]([CH3:32])[CH:37]=3)(=[O:40])=[O:39])=[C:16]([CH:21]3[CH2:25][CH2:24][CH2:23][CH2:22]3)[CH:15]=2)=[O:13])=[CH:4][CH:3]=1.